Dataset: Forward reaction prediction with 1.9M reactions from USPTO patents (1976-2016). Task: Predict the product of the given reaction. (1) Given the reactants [Cl:1][C:2]1[CH:3]=[CH:4][C:5]([O:12][CH3:13])=[C:6]([S:8](Cl)(=[O:10])=[O:9])[CH:7]=1.[NH3:14], predict the reaction product. The product is: [Cl:1][C:2]1[CH:3]=[CH:4][C:5]([O:12][CH3:13])=[C:6]([S:8]([NH2:14])(=[O:10])=[O:9])[CH:7]=1. (2) Given the reactants [CH:1]1[C:6]([NH2:7])=[CH:5][CH:4]=[C:3]([S:8]([NH:11][C:12]2[S:16][CH:15]=[CH:14][N:13]=2)(=[O:10])=[O:9])[CH:2]=1.N1C=CC=CC=1.[Cl:23][CH:24]([C:28]1[CH:33]=[CH:32][CH:31]=[CH:30][CH:29]=1)[C:25](Cl)=[O:26], predict the reaction product. The product is: [Cl:23][CH:24]([C:28]1[CH:33]=[CH:32][CH:31]=[CH:30][CH:29]=1)[C:25]([NH:7][C:6]1[CH:1]=[CH:2][C:3]([S:8](=[O:10])(=[O:9])[NH:11][C:12]2[S:16][CH:15]=[CH:14][N:13]=2)=[CH:4][CH:5]=1)=[O:26]. (3) The product is: [Cl:1][C:2]1[CH:11]=[C:10]2[C:5]([CH:6]=[CH:7][C:8](/[CH:12]=[CH:13]/[C:14]3[CH:29]=[CH:28][C:17]4[O:18][CH2:19][C:20]5[CH:27]=[CH:26][CH:25]=[CH:24][C:21]=5[CH:22]([OH:23])[C:16]=4[CH:15]=3)=[N:9]2)=[CH:4][C:3]=1[F:30]. Given the reactants [Cl:1][C:2]1[CH:11]=[C:10]2[C:5]([CH:6]=[CH:7][C:8](/[CH:12]=[CH:13]/[C:14]3[CH:29]=[CH:28][C:17]4[O:18][CH2:19][C:20]5[CH:27]=[CH:26][CH:25]=[CH:24][C:21]=5[C:22](=[O:23])[C:16]=4[CH:15]=3)=[N:9]2)=[CH:4][C:3]=1[F:30].O1CCCC1.[BH4-].[Na+], predict the reaction product. (4) Given the reactants [NH:1]1[CH2:4][CH:3]([N:5]2[CH:9]=[C:8]([C:10]3[CH:32]=[CH:31][C:13]4[C:14]5[N:18]([CH2:19][CH2:20][O:21][C:12]=4[CH:11]=3)[CH:17]=[C:16]([C:22]3[N:23]([CH:28]([CH3:30])[CH3:29])[N:24]=[C:25]([CH3:27])[N:26]=3)[N:15]=5)[CH:7]=[N:6]2)[CH2:2]1.CCN(C(C)C)C(C)C.CN(C(ON1N=NC2C=CC=NC1=2)=[N+](C)C)C.F[P-](F)(F)(F)(F)F.[C:66](O)(=[O:70])[C@H:67]([CH3:69])[OH:68], predict the reaction product. The product is: [OH:68][C@@H:67]([CH3:69])[C:66]([N:1]1[CH2:2][CH:3]([N:5]2[CH:9]=[C:8]([C:10]3[CH:32]=[CH:31][C:13]4[C:14]5[N:18]([CH:17]=[C:16]([C:22]6[N:23]([CH:28]([CH3:30])[CH3:29])[N:24]=[C:25]([CH3:27])[N:26]=6)[N:15]=5)[CH2:19][CH2:20][O:21][C:12]=4[CH:11]=3)[CH:7]=[N:6]2)[CH2:4]1)=[O:70]. (5) The product is: [C:16]([NH:15][C:13]1[N:14]=[C:9]2[CH:8]=[CH:7][C:6]([O:5][C:4]3[CH:19]=[CH:20][C:21]([CH3:22])=[C:2]([NH:1][C:29]([C:28]4[N:24]([CH3:23])[N:25]=[C:26]([CH3:32])[CH:27]=4)=[O:30])[CH:3]=3)=[N:11][N:10]2[CH:12]=1)(=[O:18])[CH3:17]. Given the reactants [NH2:1][C:2]1[CH:3]=[C:4]([CH:19]=[CH:20][C:21]=1[CH3:22])[O:5][C:6]1[CH:7]=[CH:8][C:9]2[N:10]([CH:12]=[C:13]([NH:15][C:16](=[O:18])[CH3:17])[N:14]=2)[N:11]=1.[CH3:23][N:24]1[C:28]([C:29](Cl)=[O:30])=[CH:27][C:26]([CH3:32])=[N:25]1, predict the reaction product. (6) Given the reactants [CH3:1][O:2][C:3]1[CH:4]=[C:5]([NH:11][C:12](=[NH:22])[CH2:13][C:14](=[O:21])[C:15]2[CH:20]=[CH:19][CH:18]=[CH:17][CH:16]=2)[CH:6]=[CH:7][C:8]=1[O:9][CH3:10].[C:23](OC)(=[O:26])[C:24]#[CH:25], predict the reaction product. The product is: [NH2:22][C:12]1[N:11]([C:5]2[CH:6]=[CH:7][C:8]([O:9][CH3:10])=[C:3]([O:2][CH3:1])[CH:4]=2)[C:23](=[O:26])[CH:24]=[CH:25][C:13]=1[C:14](=[O:21])[C:15]1[CH:20]=[CH:19][CH:18]=[CH:17][CH:16]=1. (7) The product is: [Cl:11][C:10]1[N:9]=[C:8]([CH2:12][OH:13])[CH:7]=[C:6]2[CH:14]=[CH:15][CH2:1][O:4][C:5]=12. Given the reactants [CH2:1]([O:4][C:5]1[C:6]([CH:14]=[CH2:15])=[CH:7][C:8]([CH2:12][OH:13])=[N:9][C:10]=1[Cl:11])C=C, predict the reaction product. (8) Given the reactants [F:1][C:2]1[C:3]([NH:12][C:13]2([CH3:32])[CH2:17][CH2:16][CH2:15][CH:14]2[NH:18]C(=O)O[C@@H]2C[C@H](C)CC[C@H]2C(C)C)=[N:4][CH:5]=[C:6]([C:8]([F:11])([F:10])[F:9])[CH:7]=1.Br, predict the reaction product. The product is: [F:1][C:2]1[C:3]([NH:12][C:13]2([CH3:32])[CH2:17][CH2:16][CH2:15][CH:14]2[NH2:18])=[N:4][CH:5]=[C:6]([C:8]([F:11])([F:9])[F:10])[CH:7]=1. (9) Given the reactants [F:1][C:2]1[CH:7]=[CH:6][C:5]([C:8]2[C:12]3[C:13](I)=[N:14][C:15]([C:18]([O:20][CH2:21][CH3:22])=[O:19])=[C:16]([OH:17])[C:11]=3[O:10][N:9]=2)=[CH:4][CH:3]=1.[C:24]([Cu])#[N:25].[OH-].[NH4+].Cl, predict the reaction product. The product is: [C:24]([C:13]1[C:12]2[C:8]([C:5]3[CH:6]=[CH:7][C:2]([F:1])=[CH:3][CH:4]=3)=[N:9][O:10][C:11]=2[C:16]([OH:17])=[C:15]([C:18]([O:20][CH2:21][CH3:22])=[O:19])[N:14]=1)#[N:25]. (10) Given the reactants C(O)(C(F)(F)F)=O.C(OC([N:15]1[CH2:20][CH2:19][CH2:18][C:17]([CH3:24])([C:21]([OH:23])=[O:22])[CH2:16]1)=O)(C)(C)C, predict the reaction product. The product is: [CH3:24][C:17]1([C:21]([OH:23])=[O:22])[CH2:18][CH2:19][CH2:20][NH:15][CH2:16]1.